This data is from Reaction yield outcomes from USPTO patents with 853,638 reactions. The task is: Predict the reaction yield, written as a fraction of the theoretical maximum amount of product (1.0 means a 100% yield; for example, 0.34 means a 34% yield). (1) The reactants are Br[C:2]1[CH:10]=[C:9]([F:11])[C:8]2[N:7]([CH3:12])[C:6]3[CH2:13][CH:14]4[NH:18][CH:17]([C:5]=3[C:4]=2[C:3]=1[C:19]([O:21][C:22]([CH3:25])([CH3:24])[CH3:23])=[O:20])[CH2:16][CH2:15]4.[C:26]1([S:32](C2C=CC=CC=2)(=[O:34])=[O:33])[CH:31]=[CH:30][CH:29]=[CH:28][CH:27]=1. No catalyst specified. The product is [C:26]1([S:32]([C:2]2[CH:10]=[C:9]([F:11])[C:8]3[N:7]([CH3:12])[C:6]4[CH2:13][CH:14]5[NH:18][CH:17]([C:5]=4[C:4]=3[C:3]=2[C:19]([O:21][C:22]([CH3:25])([CH3:24])[CH3:23])=[O:20])[CH2:16][CH2:15]5)(=[O:34])=[O:33])[CH:31]=[CH:30][CH:29]=[CH:28][CH:27]=1. The yield is 0.260. (2) The reactants are [CH2:1]([N:5]([CH2:51][CH2:52][CH2:53][CH3:54])[C:6]([C:8]1[C:12]([Cl:13])=[C:11]([CH3:14])[N:10]([C:15]2[CH:20]=[CH:19][C:18]([C:21](=[O:36])[NH:22][S:23]([C:26]3[CH:35]=[CH:34][C:33]4[C:28](=[CH:29][CH:30]=[CH:31][CH:32]=4)[CH:27]=3)(=[O:25])=[O:24])=[CH:17][C:16]=2[C:37]([N:39]2[C@H:48]([CH2:49][OH:50])[CH2:47][C:46]3[C:41](=[CH:42][CH:43]=[CH:44][CH:45]=3)[CH2:40]2)=[O:38])[N:9]=1)=[O:7])[CH2:2][CH2:3][CH3:4].[H-].[Na+].Br[CH2:58][CH2:59][CH2:60][O:61][CH3:62]. The catalyst is CN(C=O)C.CCCC[N+](CCCC)(CCCC)CCCC.[I-]. The product is [CH2:51]([N:5]([CH2:1][CH2:2][CH2:3][CH3:4])[C:6]([C:8]1[C:12]([Cl:13])=[C:11]([CH3:14])[N:10]([C:15]2[CH:20]=[CH:19][C:18]([C:21](=[O:36])[NH:22][S:23]([C:26]3[CH:35]=[CH:34][C:33]4[C:28](=[CH:29][CH:30]=[CH:31][CH:32]=4)[CH:27]=3)(=[O:25])=[O:24])=[CH:17][C:16]=2[C:37]([N:39]2[C@H:48]([CH2:49][O:50][CH2:58][CH2:59][CH2:60][O:61][CH3:62])[CH2:47][C:46]3[C:41](=[CH:42][CH:43]=[CH:44][CH:45]=3)[CH2:40]2)=[O:38])[N:9]=1)=[O:7])[CH2:52][CH2:53][CH3:54]. The yield is 0.180. (3) The reactants are C[O:2][CH:3]([O:11]C)[CH2:4][O:5][CH:6]([CH3:10])[CH:7](O)[CH3:8]. The catalyst is S(=O)(=O)(O)O.O. The product is [CH3:10][CH:6]1[CH:7]([CH3:8])[O:11][CH:3]([OH:2])[CH2:4][O:5]1. The yield is 0.555. (4) The reactants are [O:1]=[C:2]1[CH2:7][O:6][C:5]2[CH:8]=[CH:9][C:10]([CH:12]([CH3:18])[C:13]([O:15]CC)=[O:14])=[CH:11][C:4]=2[NH:3]1.[OH-].[Na+].O.C(O)(=O)C. The catalyst is CCO. The product is [O:1]=[C:2]1[CH2:7][O:6][C:5]2[CH:8]=[CH:9][C:10]([CH:12]([CH3:18])[C:13]([OH:15])=[O:14])=[CH:11][C:4]=2[NH:3]1. The yield is 0.950. (5) The reactants are [C:1]1([OH:7])[CH:6]=[CH:5][CH:4]=[CH:3][CH:2]=1.[Br:8][C:9]1[CH:14]=[CH:13][C:12]([C:15](O)([CH2:18][CH3:19])[CH2:16][CH3:17])=[CH:11][C:10]=1[CH3:21]. The catalyst is FC(F)(F)C(O)=O. The product is [Br:8][C:9]1[CH:14]=[CH:13][C:12]([C:15]([C:4]2[CH:5]=[CH:6][C:1]([OH:7])=[CH:2][CH:3]=2)([CH2:18][CH3:19])[CH2:16][CH3:17])=[CH:11][C:10]=1[CH3:21]. The yield is 0.750. (6) The reactants are [F:1][C:2]1[C:3]([OH:34])=[C:4]([C:8]2[N:13]([CH2:14][CH2:15][C:16]3[CH:21]=[CH:20][CH:19]=[CH:18][CH:17]=3)[C:12](=[O:22])[C:11]([C:23]3[CH:24]=[C:25]4[C:30](=[CH:31][CH:32]=3)[N:29]=[CH:28][CH:27]=[CH:26]4)=[C:10]([CH3:33])[N:9]=2)[CH:5]=[CH:6][CH:7]=1. The catalyst is C(O)C.[Pd]. The product is [F:1][C:2]1[C:3]([OH:34])=[C:4]([C:8]2[N:13]([CH2:14][CH2:15][C:16]3[CH:17]=[CH:18][CH:19]=[CH:20][CH:21]=3)[C:12](=[O:22])[C:11]([C:23]3[CH:24]=[C:25]4[C:30](=[CH:31][CH:32]=3)[NH:29][CH2:28][CH2:27][CH2:26]4)=[C:10]([CH3:33])[N:9]=2)[CH:5]=[CH:6][CH:7]=1. The yield is 0.600. (7) The reactants are Cl.[CH3:2][O:3][C:4]1[N:5]=[C:6]2[C:11](=[CH:12][CH:13]=1)[N:10]=[CH:9][CH:8]=[C:7]2[C:14]1[CH:19]=[CH:18][C:17]([CH2:20][CH2:21][NH2:22])=[CH:16][CH:15]=1.C(N(CC)CC)C.[O:30]=[C:31]1[NH:36][C:35]2[CH:37]=[C:38]([CH:41]=O)[CH:39]=[CH:40][C:34]=2[S:33][CH2:32]1.[BH4-].[Na+]. The catalyst is C(Cl)Cl.CCO. The product is [CH3:2][O:3][C:4]1[N:5]=[C:6]2[C:11](=[CH:12][CH:13]=1)[N:10]=[CH:9][CH:8]=[C:7]2[C:14]1[CH:19]=[CH:18][C:17]([CH2:20][CH2:21][NH:22][CH2:41][C:38]2[CH:39]=[CH:40][C:34]3[S:33][CH2:32][C:31](=[O:30])[NH:36][C:35]=3[CH:37]=2)=[CH:16][CH:15]=1. The yield is 0.690. (8) The reactants are [CH3:1][CH:2]1[C:6](=[O:7])[CH2:5][CH2:4][C:3]1=[O:8].CI.[OH-].[K+].O1CCOC[CH2:14]1. The catalyst is O. The product is [CH3:1][C:2]1([CH3:14])[C:6](=[O:7])[CH2:5][CH2:4][C:3]1=[O:8]. The yield is 0.930. (9) The reactants are [CH:1]1([O:6][C@@H:7]2[C@@H:15]([O:16][CH2:17][CH2:18][CH3:19])[C@H:14]([CH3:20])[O:13][C:12](=[O:21])[C@@H:11]([NH:22][C:23]([C:25]3[C:30]([OH:31])=[C:29]([O:32][CH3:33])[CH:28]=[CH:27][N:26]=3)=[O:24])[CH2:10][CH2:9][CH2:8]2)[CH2:5][CH2:4][CH2:3][CH2:2]1.[CH3:34][O:35][CH2:36][CH2:37][C:38](Cl)=[O:39]. The catalyst is CN(C1C=CN=CC=1)C.C(Cl)Cl. The product is [CH:1]1([O:6][C@@H:7]2[C@@H:15]([O:16][CH2:17][CH2:18][CH3:19])[C@H:14]([CH3:20])[O:13][C:12](=[O:21])[C@@H:11]([NH:22][C:23]([C:25]3[C:30]([O:31][C:38](=[O:39])[CH2:37][CH2:36][O:35][CH3:34])=[C:29]([O:32][CH3:33])[CH:28]=[CH:27][N:26]=3)=[O:24])[CH2:10][CH2:9][CH2:8]2)[CH2:2][CH2:3][CH2:4][CH2:5]1. The yield is 0.960. (10) The reactants are [CH3:1][N:2]1[CH:6]=[CH:5][N:4]=[CH:3]1.[Li]CCCC.CCCCCC.[O:18]=[C:19]1[CH2:24][CH2:23][N:22]([C:25]([O:27][C:28]([CH3:31])([CH3:30])[CH3:29])=[O:26])[CH2:21][CH2:20]1. The catalyst is C1COCC1. The product is [OH:18][C:19]1([C:3]2[N:2]([CH3:1])[CH:6]=[CH:5][N:4]=2)[CH2:20][CH2:21][N:22]([C:25]([O:27][C:28]([CH3:31])([CH3:30])[CH3:29])=[O:26])[CH2:23][CH2:24]1. The yield is 0.681.